Dataset: Full USPTO retrosynthesis dataset with 1.9M reactions from patents (1976-2016). Task: Predict the reactants needed to synthesize the given product. (1) Given the product [C:35]([N:32]1[CH2:31][CH2:30][CH:29]([NH:28][C:26]([C:22]2[C:18]3[N:19]=[CH:20][N:21]=[C:16]([C:8]4[CH:9]=[C:10]([O:14][CH3:15])[C:11]([F:13])=[CH:12][C:7]=4[O:6][CH2:5][CH:2]4[CH2:4][CH2:3]4)[C:17]=3[NH:24][C:23]=2[CH3:25])=[O:27])[CH2:34][CH2:33]1)(=[O:37])[CH3:36], predict the reactants needed to synthesize it. The reactants are: Cl.[CH:2]1([CH2:5][O:6][C:7]2[CH:12]=[C:11]([F:13])[C:10]([O:14][CH3:15])=[CH:9][C:8]=2[C:16]2[C:17]3[NH:24][C:23]([CH3:25])=[C:22]([C:26]([NH:28][CH:29]4[CH2:34][CH2:33][NH:32][CH2:31][CH2:30]4)=[O:27])[C:18]=3[N:19]=[CH:20][N:21]=2)[CH2:4][CH2:3]1.[C:35](Cl)(=[O:37])[CH3:36]. (2) Given the product [CH3:1][S:2]([O:30][CH2:29][CH2:28][O:27][C:26]1[CH:31]=[CH:32][C:23]([CH:20]2[CH2:21][CH2:22][N:17]([C:14]3[CH2:15][CH2:16][C:11]4[N:12]([C:8]([C:7]([F:6])([F:33])[F:34])=[N:9][N:10]=4)[N:13]=3)[CH2:18][CH2:19]2)=[CH:24][CH:25]=1)(=[O:4])=[O:3], predict the reactants needed to synthesize it. The reactants are: [CH3:1][S:2](Cl)(=[O:4])=[O:3].[F:6][C:7]([F:34])([F:33])[C:8]1[N:12]2[N:13]=[C:14]([N:17]3[CH2:22][CH2:21][CH:20]([C:23]4[CH:32]=[CH:31][C:26]([O:27][CH2:28][CH2:29][OH:30])=[CH:25][CH:24]=4)[CH2:19][CH2:18]3)[CH2:15][CH2:16][C:11]2=[N:10][N:9]=1.C(N(CC)CC)C. (3) Given the product [Br:1][C:2]1[CH:7]=[CH:6][C:5]([NH:8][C:9](=[S:10])[NH:25][C@H:24]([C:26]([O:28][C:29]([CH3:32])([CH3:31])[CH3:30])=[O:27])[CH2:23][NH:22][C:20](=[O:21])[C:19]2[CH:18]=[CH:17][C:16]([CH2:15][CH2:14][C:13]([O:12][CH3:11])=[O:35])=[CH:34][CH:33]=2)=[CH:4][CH:3]=1, predict the reactants needed to synthesize it. The reactants are: [Br:1][C:2]1[CH:7]=[CH:6][C:5]([N:8]=[C:9]=[S:10])=[CH:4][CH:3]=1.[CH3:11][O:12][C:13](=[O:35])[CH2:14][CH2:15][C:16]1[CH:34]=[CH:33][C:19]([C:20]([NH:22][CH2:23][C@@H:24]([C:26]([O:28][C:29]([CH3:32])([CH3:31])[CH3:30])=[O:27])[NH2:25])=[O:21])=[CH:18][CH:17]=1. (4) Given the product [F:1][C:2]1[C:7]([F:8])=[CH:6][CH:5]=[CH:4][C:3]=1[CH2:9][S:10][C:11]1[N:20]=[C:19]([NH:32][C@H:33]([CH3:34])[CH2:35][OH:36])[C:18]2[N:17]=[CH:16][C:15](=[O:31])[NH:14][C:13]=2[N:12]=1, predict the reactants needed to synthesize it. The reactants are: [F:1][C:2]1[C:7]([F:8])=[CH:6][CH:5]=[CH:4][C:3]=1[CH2:9][S:10][C:11]1[N:20]=[C:19](SCC2C=CC=C(F)C=2F)[C:18]2[N:17]=[CH:16][C:15](=[O:31])[NH:14][C:13]=2[N:12]=1.[NH2:32][C@@H:33]([CH2:35][OH:36])[CH3:34].